This data is from Full USPTO retrosynthesis dataset with 1.9M reactions from patents (1976-2016). The task is: Predict the reactants needed to synthesize the given product. (1) Given the product [CH3:1][N:11]1[CH2:12][CH2:13][C:14]2[S:6][CH:7]=[CH:8][C:9]=2[CH2:10]1, predict the reactants needed to synthesize it. The reactants are: [C:1]([BH3-])#N.[Na+].Cl.[S:6]1[C:14]2[CH2:13][CH2:12][NH:11][CH2:10][C:9]=2[CH:8]=[CH:7]1.C=O. (2) Given the product [F:1][C:2]1[CH:7]=[C:6]([F:8])[CH:5]=[CH:4][C:3]=1[C:9]1[C:10]2[CH:21]=[C:20]([C:22]([OH:24])=[O:23])[S:19][C:11]=2[N:12]([CH:14]([CH:16]([OH:18])[CH3:17])[CH3:15])[N:13]=1.[Cl-:29].[Na+:28], predict the reactants needed to synthesize it. The reactants are: [F:1][C:2]1[CH:7]=[C:6]([F:8])[CH:5]=[CH:4][C:3]=1[C:9]1[C:10]2[CH:21]=[C:20]([C:22]([O:24]CC)=[O:23])[S:19][C:11]=2[N:12]([CH:14]([CH:16]([OH:18])[CH3:17])[CH3:15])[N:13]=1.[OH-].[Na+:28].[ClH:29]. (3) Given the product [Si:31]([O:32][CH2:33][C:34]#[C:35][C:17]1[CH:18]=[C:19]2[C:14](=[CH:15][CH:16]=1)[N:13]=[C:12]([C:21]1[CH:22]=[N:23][CH:24]=[CH:25][CH:26]=1)[N:11]=[C:10]2[NH:9][C:4]1[CH:5]=[CH:6][C:7]([F:8])=[C:2]([Cl:1])[CH:3]=1)([C:27]([CH3:28])([CH3:29])[CH3:30])([CH3:36])[CH3:37], predict the reactants needed to synthesize it. The reactants are: [Cl:1][C:2]1[CH:3]=[C:4]([NH:9][C:10]2[C:19]3[C:14](=[CH:15][CH:16]=[C:17](I)[CH:18]=3)[N:13]=[C:12]([C:21]3[CH:22]=[N:23][CH:24]=[CH:25][CH:26]=3)[N:11]=2)[CH:5]=[CH:6][C:7]=1[F:8].[C:27]([Si:31]([CH3:37])([CH3:36])[O:32][CH2:33][C:34]#[CH:35])([CH3:30])([CH3:29])[CH3:28].C(N(CC)CC)C.O. (4) Given the product [F:1][C:2]1[CH:10]=[CH:9][C:8]([F:11])=[CH:7][C:3]=1[C:4]([NH:27][CH:24]([CH3:26])[CH3:25])=[O:6], predict the reactants needed to synthesize it. The reactants are: [F:1][C:2]1[CH:10]=[CH:9][C:8]([F:11])=[CH:7][C:3]=1[C:4]([OH:6])=O.C(N1C=CN=C1)(N1C=CN=C1)=O.[CH:24]([NH2:27])([CH3:26])[CH3:25]. (5) Given the product [N:13]1([C:2]2[CH:12]=[CH:11][C:5]([C:6]([O:8][CH2:9][CH3:10])=[O:7])=[CH:4][CH:3]=2)[CH2:18][CH2:17][NH:16][CH2:15][CH2:14]1, predict the reactants needed to synthesize it. The reactants are: F[C:2]1[CH:12]=[CH:11][C:5]([C:6]([O:8][CH2:9][CH3:10])=[O:7])=[CH:4][CH:3]=1.[NH:13]1[CH2:18][CH2:17][NH:16][CH2:15][CH2:14]1. (6) Given the product [N:1]1[CH:6]=[CH:5][C:4]([C:7]2([C:8]([OH:10])=[O:9])[CH2:13][CH2:12]2)=[CH:3][CH:2]=1, predict the reactants needed to synthesize it. The reactants are: [N:1]1[CH:6]=[CH:5][C:4]([CH2:7][C:8]([OH:10])=[O:9])=[CH:3][CH:2]=1.Br[CH2:12][CH2:13]Cl.